This data is from HIV replication inhibition screening data with 41,000+ compounds from the AIDS Antiviral Screen. The task is: Binary Classification. Given a drug SMILES string, predict its activity (active/inactive) in a high-throughput screening assay against a specified biological target. (1) The compound is CC1(C)OCC2OC3(C(O)CCO)OC(C)(C)OC3C2O1. The result is 0 (inactive). (2) The compound is Cc1ccc(OCC2OC(n3cnc4c(Cl)nc(Nc5cc(Cl)cc(Cl)c5)nc43)CC2Oc2ccc(C)cc2)cc1. The result is 0 (inactive). (3) The molecule is Cc1cc(=O)n(-c2ccccc2C)c(C)n1.Cl. The result is 0 (inactive). (4) The molecule is CC1N=NC([S-])=NC1=O.[Cl-].[Pt]. The result is 1 (active). (5) The drug is CCN(CC)CCN1C(=O)C2C3C=CC(C2C1=O)C1C2C(=O)N(CCN(CC)CC)C(=O)C2C31.Cl. The result is 0 (inactive). (6) The compound is CN1C(OCc2ccccc2)c2c(ccc3c2OCO3)C2C=Cc3cc4c(cc3C21)OCO4. The result is 0 (inactive). (7) The drug is C=CCc1cc(C(CC)=C(CC)c2ccc(OCCN(CC)CC)c(CC=C)c2)ccc1OCCN(CC)CC. The result is 0 (inactive). (8) The compound is Cc1ccc(-c2ccc(Nc3c4ccccc4nc4ccccc34)cc2)cn1. The result is 0 (inactive).